This data is from Forward reaction prediction with 1.9M reactions from USPTO patents (1976-2016). The task is: Predict the product of the given reaction. (1) Given the reactants [CH3:1][S:2](Cl)(=[O:4])=[O:3].C(N(CC)CC)C.[OH:13][CH2:14][CH:15]1[CH2:19][CH2:18][N:17]([C:20]2[CH:29]=[C:28]3[C:23]([CH:24]=[C:25]([C:31]4[CH:36]=[CH:35][CH:34]=[CH:33][C:32]=4[C:37]([F:40])([F:39])[F:38])[NH:26][C:27]3=[O:30])=[CH:22][CH:21]=2)[C:16]1=[O:41].[Cl-].[NH4+], predict the reaction product. The product is: [O:41]=[C:16]1[CH:15]([CH2:14][O:13][S:2]([CH3:1])(=[O:4])=[O:3])[CH2:19][CH2:18][N:17]1[C:20]1[CH:29]=[C:28]2[C:23]([CH:24]=[C:25]([C:31]3[CH:36]=[CH:35][CH:34]=[CH:33][C:32]=3[C:37]([F:40])([F:38])[F:39])[NH:26][C:27]2=[O:30])=[CH:22][CH:21]=1. (2) Given the reactants [C:1]([OH:12])(=O)/[CH:2]=[CH:3]/[CH2:4][CH2:5][CH2:6][CH2:7][CH2:8][CH2:9][CH3:10].[CH3:13][C:14]([NH2:21])([CH3:20])[CH2:15][C:16]([CH3:19])([CH3:18])[CH3:17], predict the reaction product. The product is: [CH3:13][C:14]([NH:21][C:1](=[O:12])/[CH:2]=[CH:3]/[CH2:4][CH2:5][CH2:6][CH2:7][CH2:8][CH2:9][CH3:10])([CH2:15][C:16]([CH3:19])([CH3:18])[CH3:17])[CH3:20].